Dataset: Reaction yield outcomes from USPTO patents with 853,638 reactions. Task: Predict the reaction yield, written as a fraction of the theoretical maximum amount of product (1.0 means a 100% yield; for example, 0.34 means a 34% yield). The reactants are [Al](C)(C)C.[CH3:5]NCCNC.CO[C:13](=[O:27])[C:14]1[CH:19]=[C:18]([NH:20][S:21]([CH3:24])(=[O:23])=[O:22])[CH:17]=[C:16]([C:25]#[N:26])[CH:15]=1.Cl. The catalyst is C1(C)C=CC=CC=1. The product is [C:13]([C:14]1[CH:19]=[C:18]([NH:20][S:21]([CH3:24])(=[O:22])=[O:23])[CH:17]=[C:16]([C:25]#[N:26])[CH:15]=1)(=[O:27])[CH3:5]. The yield is 0.350.